This data is from Tyrosyl-DNA phosphodiesterase HTS with 341,365 compounds. The task is: Binary Classification. Given a drug SMILES string, predict its activity (active/inactive) in a high-throughput screening assay against a specified biological target. The compound is O=C1N(C2CCCC2)C(=O)C(=O)N1CC(=O)c1c(n(c(c1)C)CCc1ccccc1)C. The result is 0 (inactive).